The task is: Predict the reactants needed to synthesize the given product.. This data is from Full USPTO retrosynthesis dataset with 1.9M reactions from patents (1976-2016). Given the product [C:31]1([CH3:59])[CH:32]=[CH:33][C:34]([NH:37][C:38](=[O:58])[NH:39][C:40]2[CH:45]=[CH:44][C:43]([C:46]3[S:50][C:49]([CH2:51][CH2:52][CH2:53][C:54]([OH:56])=[O:55])=[N:48][N:47]=3)=[CH:42][CH:41]=2)=[CH:35][CH:36]=1, predict the reactants needed to synthesize it. The reactants are: FC(F)(F)C1C=C(NC(=O)NC2C=CC(C3SC(CCC(O)=O)=NC=3)=CC=2)C=CC=1.[C:31]1([CH3:59])[CH:36]=[CH:35][C:34]([NH:37][C:38](=[O:58])[NH:39][C:40]2[CH:45]=[CH:44][C:43]([C:46]3[S:50][C:49]([CH2:51][CH2:52][CH2:53][C:54]([O:56]C)=[O:55])=[N:48][N:47]=3)=[CH:42][CH:41]=2)=[CH:33][CH:32]=1.